This data is from Full USPTO retrosynthesis dataset with 1.9M reactions from patents (1976-2016). The task is: Predict the reactants needed to synthesize the given product. Given the product [C:1]([C:5]1[N:9]([CH2:10][CH:11]2[CH2:16][CH2:15][O:14][CH2:13][CH2:12]2)[C:8]2[CH:17]=[CH:18][C:19]([S:21]([N:25]3[CH2:30][CH2:29][CH2:28][C@H:27]([C:31]([O:33][CH2:34][CH3:35])=[O:32])[CH2:26]3)(=[O:23])=[O:22])=[CH:20][C:7]=2[N:6]=1)([CH3:4])([CH3:3])[CH3:2], predict the reactants needed to synthesize it. The reactants are: [C:1]([C:5]1[N:9]([CH2:10][CH:11]2[CH2:16][CH2:15][O:14][CH2:13][CH2:12]2)[C:8]2[CH:17]=[CH:18][C:19]([S:21](Cl)(=[O:23])=[O:22])=[CH:20][C:7]=2[N:6]=1)([CH3:4])([CH3:3])[CH3:2].[NH:25]1[CH2:30][CH2:29][CH2:28][C@H:27]([C:31]([O:33][CH2:34][CH3:35])=[O:32])[CH2:26]1.CCN(C(C)C)C(C)C.